From a dataset of Plasma protein binding rate (PPBR) regression data from AstraZeneca. Regression/Classification. Given a drug SMILES string, predict its absorption, distribution, metabolism, or excretion properties. Task type varies by dataset: regression for continuous measurements (e.g., permeability, clearance, half-life) or binary classification for categorical outcomes (e.g., BBB penetration, CYP inhibition). For this dataset (ppbr_az), we predict Y. (1) The molecule is Cc1ccc(NC(=O)c2ccc(Cl)c(C(F)(F)F)c2)cc1C(=O)Nc1cccnc1. The Y is 98.8 %. (2) The drug is CC1(CCCc2cc(=O)oc3[nH]c(=O)[nH]c(=O)c23)CC1. The Y is 98.5 %. (3) The Y is 97.8 %. The drug is N[C@@H]1CCCN(c2c(Cl)cccc2/C=C2\SC(=O)NC2=O)C1. (4) The drug is CN1CCN(c2ccc3ncc(C(N)=O)c(Nc4cccc(Cl)c4Cl)c3c2)CC1. The Y is 95.4 %. (5) The drug is O=c1[nH]c2c(O)ccc([C@@H](O)CNCCCSCCOCCc3cccc4ccccc34)c2s1. The Y is 99.3 %. (6) The molecule is O=C([C@H]1CCCCN1)N1CCN(c2nc(NCc3ccc(Cl)cc3Cl)c3cccnc3n2)CC1. The Y is 88.1 %. (7) The drug is CC(=O)Nc1cccc(OCc2cnc(Cl)s2)c1. The Y is 86.8 %. (8) The molecule is O=C(NCC12CC3CC(CC(C3)C1)C2)c1cc(OCCNCCCO)ncc1Cl. The Y is 89.0 %.